Dataset: PAMPA (Parallel Artificial Membrane Permeability Assay) permeability data from NCATS. Task: Regression/Classification. Given a drug SMILES string, predict its absorption, distribution, metabolism, or excretion properties. Task type varies by dataset: regression for continuous measurements (e.g., permeability, clearance, half-life) or binary classification for categorical outcomes (e.g., BBB penetration, CYP inhibition). Dataset: pampa_ncats. (1) The compound is C1CN(CCC1C(=O)N)C2=NC(=CS2)C3=CC=C(C=C3)OCC4=CC=CC=C4. The result is 0 (low-to-moderate permeability). (2) The drug is CCCCN(CC)CCCNC(=O)C1=CC2=C(C=C1)SC3=CC=CC=C3C(=O)N2CC4=CC=C(C=C4)C. The result is 1 (high permeability). (3) The compound is CCN(CC)CCCNC(=O)C1=CC2=C(C=C1)N3C=C(N=C3S2)C4=CC=C(C=C4)OCC. The result is 1 (high permeability). (4) The molecule is C[C@@H]1CN([C@H](CN1)CN2CCOC[C@H]2C)CC(=O)N3CC(C4=C3C=C(C=N4)CC5=CC=C(C=C5)F)(C)C. The result is 1 (high permeability).